From a dataset of Full USPTO retrosynthesis dataset with 1.9M reactions from patents (1976-2016). Predict the reactants needed to synthesize the given product. (1) The reactants are: FC(F)(F)C(O)=O.C([O:12][C:13](=[O:32])[CH2:14][N:15]1[CH2:19][CH2:18][CH2:17][C@H:16]1[C:20](=[O:31])[NH:21][C:22]1[O:26][N:25]=[C:24]([C:27]([CH3:30])([CH3:29])[CH3:28])[CH:23]=1)(C)(C)C. Given the product [C:27]([C:24]1[CH:23]=[C:22]([NH:21][C:20]([C@@H:16]2[CH2:17][CH2:18][CH2:19][N:15]2[CH2:14][C:13]([OH:32])=[O:12])=[O:31])[O:26][N:25]=1)([CH3:30])([CH3:28])[CH3:29], predict the reactants needed to synthesize it. (2) Given the product [CH3:1][C:2]1([CH3:31])[CH2:11][CH:10]=[C:9]([C:12]2[CH:13]=[N:14][CH:15]=[CH:16][CH:17]=2)[C:8]2[CH:7]=[C:6]([C:18]#[C:19][C:20]3[CH:21]=[CH:22][C:23]([C:24]([OH:26])=[O:25])=[CH:29][CH:30]=3)[CH:5]=[CH:4][C:3]1=2, predict the reactants needed to synthesize it. The reactants are: [CH3:1][C:2]1([CH3:31])[CH2:11][CH:10]=[C:9]([C:12]2[CH:13]=[N:14][CH:15]=[CH:16][CH:17]=2)[C:8]2[CH:7]=[C:6]([C:18]#[C:19][C:20]3[CH:30]=[CH:29][C:23]([C:24]([O:26]CC)=[O:25])=[CH:22][CH:21]=3)[CH:5]=[CH:4][C:3]1=2.[OH-].[Na+].Cl.